Dataset: Reaction yield outcomes from USPTO patents with 853,638 reactions. Task: Predict the reaction yield, written as a fraction of the theoretical maximum amount of product (1.0 means a 100% yield; for example, 0.34 means a 34% yield). The reactants are Br[C:2]1[CH:3]=[CH:4][C:5]2[C:6]3[CH2:16][N:15]([C:17]([O:19][C:20]([CH3:23])([CH3:22])[CH3:21])=[O:18])[CH2:14][CH2:13][C:7]=3[N:8]([CH2:11][CH3:12])[C:9]=2[CH:10]=1.[CH2:24]([O:31][C:32]1[CH:37]=[CH:36][NH:35][C:34](=[O:38])[CH:33]=1)[C:25]1[CH:30]=[CH:29][CH:28]=[CH:27][CH:26]=1. No catalyst specified. The product is [CH2:24]([O:31][C:32]1[CH:37]=[CH:36][N:35]([C:2]2[CH:3]=[CH:4][C:5]3[C:6]4[CH2:16][N:15]([C:17]([O:19][C:20]([CH3:23])([CH3:22])[CH3:21])=[O:18])[CH2:14][CH2:13][C:7]=4[N:8]([CH2:11][CH3:12])[C:9]=3[CH:10]=2)[C:34](=[O:38])[CH:33]=1)[C:25]1[CH:26]=[CH:27][CH:28]=[CH:29][CH:30]=1. The yield is 0.480.